Dataset: Forward reaction prediction with 1.9M reactions from USPTO patents (1976-2016). Task: Predict the product of the given reaction. (1) Given the reactants CS(O[C@H:6]([C:8]#[CH:9])[CH3:7])(=O)=O.[CH3:10][N:11]([C:13]1[CH:18]=[CH:17][C:16]([CH:19]=[O:20])=[CH:15][CH:14]=1)[CH3:12], predict the reaction product. The product is: [CH3:12][N:11]([CH3:10])[C:13]1[CH:18]=[CH:17][C:16]([CH:19]([OH:20])[C@H:8]([CH3:9])[C:6]#[CH:7])=[CH:15][CH:14]=1. (2) Given the reactants [CH2:1]1[C:9]2[C:4](=[CH:5][C:6]([CH:10]([OH:31])[CH2:11][CH2:12][N:13]3[CH2:18][CH2:17][CH:16]([C:19]4[CH:20]=[C:21]([NH:25][C:26](=[O:30])[CH:27]([CH3:29])[CH3:28])[CH:22]=[CH:23][CH:24]=4)[CH2:15][CH2:14]3)=[CH:7][CH:8]=2)[CH2:3][CH2:2]1.[Br:32][C:33]1[CH:38]=[CH:37][C:36](O)=[CH:35][CH:34]=1, predict the reaction product. The product is: [Br:32][C:33]1[CH:38]=[CH:37][C:36]([O:31][CH:10]([C:6]2[CH:5]=[C:4]3[C:9](=[CH:8][CH:7]=2)[CH2:1][CH2:2][CH2:3]3)[CH2:11][CH2:12][N:13]2[CH2:14][CH2:15][CH:16]([C:19]3[CH:20]=[C:21]([NH:25][C:26](=[O:30])[CH:27]([CH3:28])[CH3:29])[CH:22]=[CH:23][CH:24]=3)[CH2:17][CH2:18]2)=[CH:35][CH:34]=1. (3) Given the reactants [F:1][C:2]([F:27])([F:26])[C:3]1[CH:4]=[C:5]([CH:19]=[C:20]([C:22]([F:25])([F:24])[F:23])[CH:21]=1)[CH2:6][CH:7]1[C:11](=C)[CH2:10][CH2:9][C:8]1([CH:16]([CH3:18])[CH3:17])[C:13]([NH2:15])=[O:14].[O:28]=[O+][O-].C1(P(C2C=CC=CC=2)C2C=CC=CC=2)C=CC=CC=1, predict the reaction product. The product is: [F:24][C:22]([F:23])([F:25])[C:20]1[CH:19]=[C:5]([CH:4]=[C:3]([C:2]([F:26])([F:27])[F:1])[CH:21]=1)[CH2:6][CH:7]1[C:11](=[O:28])[CH2:10][CH2:9][C:8]1([CH:16]([CH3:18])[CH3:17])[C:13]([NH2:15])=[O:14]. (4) Given the reactants [N:1]([CH2:4][Si:5]([CH3:8])([CH3:7])[CH3:6])=[N+:2]=[N-:3].[C:9]([C:15]([O:17][CH3:18])=[O:16])#[C:10][C:11]([O:13][CH3:14])=[O:12], predict the reaction product. The product is: [CH3:14][O:13][C:11]([C:10]1[N:3]=[N:2][N:1]([CH2:4][Si:5]([CH3:8])([CH3:7])[CH3:6])[C:9]=1[C:15]([O:17][CH3:18])=[O:16])=[O:12]. (5) The product is: [Br:1][C:2]1[N:3]([CH2:10][C@:11]([OH:12])([CH3:14])[CH2:13][N:18]2[CH2:17][CH2:16][N:15]([C:21]([O:23][CH2:24][CH:25]=[CH:26][C:27]3[CH:32]=[CH:31][C:30]([C:33]([F:35])([F:36])[F:34])=[CH:29][CH:28]=3)=[O:22])[CH2:20][CH2:19]2)[CH:4]=[C:5]([N+:7]([O-:9])=[O:8])[N:6]=1. Given the reactants [Br:1][C:2]1[N:3]([CH2:10][C@:11]2([CH3:14])[CH2:13][O:12]2)[CH:4]=[C:5]([N+:7]([O-:9])=[O:8])[N:6]=1.[N:15]1([C:21]([O:23][CH2:24][CH:25]=[CH:26][C:27]2[CH:32]=[CH:31][C:30]([C:33]([F:36])([F:35])[F:34])=[CH:29][CH:28]=2)=[O:22])[CH2:20][CH2:19][NH:18][CH2:17][CH2:16]1.CN(C=O)C, predict the reaction product. (6) Given the reactants CN(C)[CH:3]=[CH:4][N+:5]([O-:7])=[O:6].C(O)(C(F)(F)F)=O.[CH3:16][S:17]([C:20]1[CH:28]=[C:27]2[C:23]([CH:24]=[CH:25][NH:26]2)=[CH:22][CH:21]=1)(=[O:19])=[O:18], predict the reaction product. The product is: [N+:5]([CH:4]=[CH:3][C:24]1[C:23]2[C:27](=[CH:28][C:20]([S:17]([CH3:16])(=[O:19])=[O:18])=[CH:21][CH:22]=2)[NH:26][CH:25]=1)([O-:7])=[O:6]. (7) Given the reactants CNC(NC1SC(C2C=CN=CC=2)=C(C)N=1)=O.[CH3:18][C:19]1[CH:24]=[C:23]([C:25]2[S:29][C:28]([NH:30][C:31]([N:33]3[CH:37]=[CH:36]N=C3)=[O:32])=[N:27][C:26]=2[CH3:38])[CH:22]=[C:21]([CH3:39])[N:20]=1.[CH2:40]([C:42]1[O:46][C:45](CCN)=[N:44][CH:43]=1)[CH3:41], predict the reaction product. The product is: [CH3:39][C:21]1[CH:22]=[C:23]([C:25]2[S:29][C:28]([NH:30][C:31]([NH:33][CH2:37][CH2:36][C:45]3[O:46][C:42]([CH2:40][CH3:41])=[CH:43][N:44]=3)=[O:32])=[N:27][C:26]=2[CH3:38])[CH:24]=[C:19]([CH3:18])[N:20]=1.